From a dataset of Forward reaction prediction with 1.9M reactions from USPTO patents (1976-2016). Predict the product of the given reaction. (1) The product is: [Br:1][C:2]1[C:3]([OH:12])=[C:4]([C:8]([O:10][CH3:11])=[O:9])[S:5][C:6]=1[C:20]1[N:24]([CH3:25])[N:23]=[CH:22][CH:21]=1. Given the reactants [Br:1][C:2]1[C:3]([OH:12])=[C:4]([C:8]([O:10][CH3:11])=[O:9])[S:5][C:6]=1Br.CC1(C)COB([C:20]2[N:24]([CH3:25])[N:23]=[CH:22][CH:21]=2)OC1.C([O-])([O-])=O.[K+].[K+], predict the reaction product. (2) Given the reactants CS(O[CH2:6][C:7]1[C:16]([Cl:17])=[C:15]2[C:10]([C:11](=[O:31])[N:12]([CH2:18][C:19]3[CH:24]=[C:23]([Cl:25])[CH:22]=[CH:21][C:20]=3[S:26]([CH2:29][CH3:30])(=[O:28])=[O:27])[CH:13]=[N:14]2)=[CH:9][C:8]=1[C:32]([F:35])([F:34])[F:33])(=O)=O.[NH:36]1[CH2:40][CH2:39][CH2:38][C@H:37]1[C:41]([NH2:43])=[O:42].C(=O)([O-])[O-].[K+].[K+], predict the reaction product. The product is: [Cl:17][C:16]1[C:7]([CH2:6][N:36]2[CH2:40][CH2:39][CH2:38][C@H:37]2[C:41]([NH2:43])=[O:42])=[C:8]([C:32]([F:33])([F:34])[F:35])[CH:9]=[C:10]2[C:15]=1[N:14]=[CH:13][N:12]([CH2:18][C:19]1[CH:24]=[C:23]([Cl:25])[CH:22]=[CH:21][C:20]=1[S:26]([CH2:29][CH3:30])(=[O:28])=[O:27])[C:11]2=[O:31].